Task: Predict the reaction yield, written as a fraction of the theoretical maximum amount of product (1.0 means a 100% yield; for example, 0.34 means a 34% yield).. Dataset: Reaction yield outcomes from USPTO patents with 853,638 reactions (1) The reactants are [C:1]1([S:7][C:8]2[CH:17]=[C:16]3[C:11]([CH2:12][CH2:13][CH2:14][C:15]3=[O:18])=[CH:10][CH:9]=2)[CH:6]=[CH:5][CH:4]=[CH:3][CH:2]=1.[OH:19]OS([O-])=O.[K+].[OH2:25]. The catalyst is CO. The product is [C:1]1([S:7]([C:8]2[CH:17]=[C:16]3[C:11]([CH2:12][CH2:13][CH2:14][C:15]3=[O:18])=[CH:10][CH:9]=2)(=[O:19])=[O:25])[CH:6]=[CH:5][CH:4]=[CH:3][CH:2]=1. The yield is 0.590. (2) The reactants are [F:1][C:2]1[CH:27]=[C:26]([N+:28]([O-:30])=[O:29])[CH:25]=[CH:24][C:3]=1[O:4][C:5]1[CH:10]=[CH:9][N:8]=[C:7]2[CH:11]=[C:12]([C:14]3[CH:19]=[CH:18][C:17](S(C)(=O)=O)=[CH:16][CH:15]=3)[S:13][C:6]=12.[C:31]([O:35][C:36]([N:38]1[CH2:43][CH2:42][N:41](C2C=CC(B(O)O)=CC=2)[CH2:40][CH2:39]1)=[O:37])([CH3:34])([CH3:33])[CH3:32]. No catalyst specified. The product is [F:1][C:2]1[CH:27]=[C:26]([N+:28]([O-:30])=[O:29])[CH:25]=[CH:24][C:3]=1[O:4][C:5]1[CH:10]=[CH:9][N:8]=[C:7]2[CH:11]=[C:12]([C:14]3[CH:15]=[CH:16][C:17]([N:41]4[CH2:40][CH2:39][N:38]([C:36]([O:35][C:31]([CH3:34])([CH3:33])[CH3:32])=[O:37])[CH2:43][CH2:42]4)=[CH:18][CH:19]=3)[S:13][C:6]=12. The yield is 0.700. (3) The reactants are [Br:1][C:2]1[C:7]2[NH:8][C:9](=[O:11])[NH:10][C:6]=2[CH:5]=[C:4]([C:12]([O:14]C)=[O:13])[CH:3]=1.[OH-].[Na+]. The catalyst is CO. The product is [Br:1][C:2]1[C:7]2[NH:8][C:9](=[O:11])[NH:10][C:6]=2[CH:5]=[C:4]([C:12]([OH:14])=[O:13])[CH:3]=1. The yield is 1.00. (4) The reactants are Cl[C:2]1[CH:7]=[N:6][CH:5]=[C:4]([Cl:8])[N:3]=1.[N:9]1[CH:14]=[CH:13][CH:12]=[C:11]([CH2:15][NH2:16])[CH:10]=1. The yield is 0.930. The catalyst is C1(C)C(C)=CC=CC=1. The product is [Cl:8][C:4]1[N:3]=[C:2]([NH:16][CH2:15][C:11]2[CH:10]=[N:9][CH:14]=[CH:13][CH:12]=2)[CH:7]=[N:6][CH:5]=1. (5) The reactants are [Cl:1][C:2]1[CH:21]=[C:20]([Cl:22])[CH:19]=[CH:18][C:3]=1[O:4][CH2:5][C:6]([NH:8][C:9]1[CH:10]=[C:11]([CH:15]=[CH:16][CH:17]=1)[C:12]([OH:14])=O)=[O:7].[CH2:23]([NH2:30])[C:24]1[CH:29]=[CH:28][CH:27]=[CH:26][CH:25]=1.C(Cl)CCl.C1C=CC2N(O)N=NC=2C=1.CCN(C(C)C)C(C)C. The yield is 0.140. The catalyst is CN(CC1C=C(CN(C)C)C(O)=C(CN(C)C)C=1)C. The product is [CH2:23]([NH:30][C:12](=[O:14])[C:11]1[CH:15]=[CH:16][CH:17]=[C:9]([NH:8][C:6](=[O:7])[CH2:5][O:4][C:3]2[CH:18]=[CH:19][C:20]([Cl:22])=[CH:21][C:2]=2[Cl:1])[CH:10]=1)[C:24]1[CH:29]=[CH:28][CH:27]=[CH:26][CH:25]=1. (6) The reactants are [O:1]=[C:2]1[CH:7]=[CH:6][N:5]([C:8]2[CH:13]=[CH:12][CH:11]=[C:10]([C:14]([F:17])([F:16])[F:15])[CH:9]=2)[N:4]=[C:3]1[C:18](OC)=[O:19].CC(C[AlH]CC(C)C)C. The catalyst is C1COCC1.Cl. The product is [OH:19][CH2:18][C:3]1[C:2](=[O:1])[CH:7]=[CH:6][N:5]([C:8]2[CH:13]=[CH:12][CH:11]=[C:10]([C:14]([F:17])([F:16])[F:15])[CH:9]=2)[N:4]=1. The yield is 0.280. (7) The reactants are [Cl:1][C:2]1[CH:7]=[CH:6][C:5]([N:8]([C:12]2[CH:17]=[CH:16][CH:15]=[CH:14][C:13]=2[C:18]([F:21])([F:20])[F:19])[C:9](=[O:11])[NH2:10])=[CH:4][C:3]=1C(O)=O.[NH2:25][C:26]1[CH:27]=[N:28][CH:29]=[CH:30][CH:31]=1.C(Cl)Cl.CS(C)=O.[CH2:39]1[CH2:43][O:42][CH2:41][CH2:40]1. The catalyst is ClCCCl. The product is [Cl:1][C:2]1([C:9](=[O:11])[NH:8][C:5]2[CH:6]=[CH:41][CH:40]=[C:39]([C:43](=[O:42])[NH:25][C:26]3[CH:27]=[N:28][CH:29]=[CH:30][CH:31]=3)[CH:4]=2)[CH:7]=[CH:6][C:5]([N:8]([C:12]2[CH:17]=[CH:16][CH:15]=[CH:14][C:13]=2[C:18]([F:20])([F:21])[F:19])[C:9](=[O:11])[NH2:10])=[CH:4][CH2:3]1. The yield is 0.590. (8) The reactants are [F:1][C:2]1([F:29])[CH2:7][CH2:6][N:5]([C:8]([C:10]2[NH:28][C:13]3=[N:14][CH:15]=[C:16]([O:18][CH:19]4[CH2:24][CH2:23][N:22]([CH:25]([CH3:27])[CH3:26])[CH2:21][CH2:20]4)[CH:17]=[C:12]3[CH:11]=2)=[O:9])[CH2:4][CH2:3]1.[H-].[Na+].CS(O[CH2:37][C:38]([F:41])([F:40])[F:39])(=O)=O. No catalyst specified. The product is [F:29][C:2]1([F:1])[CH2:7][CH2:6][N:5]([C:8]([C:10]2[N:28]([CH2:37][C:38]([F:41])([F:40])[F:39])[C:13]3=[N:14][CH:15]=[C:16]([O:18][CH:19]4[CH2:20][CH2:21][N:22]([CH:25]([CH3:27])[CH3:26])[CH2:23][CH2:24]4)[CH:17]=[C:12]3[CH:11]=2)=[O:9])[CH2:4][CH2:3]1. The yield is 0.480. (9) The reactants are [Br:1][C:2]1[CH:7]=[C:6]([N+:8]([O-])=O)[CH:5]=[C:4]([CH:11]2[CH2:13][CH2:12]2)[C:3]=1[O:14][C:15]1[CH:20]=[CH:19][C:18]([F:21])=[CH:17][C:16]=1[F:22].[Cl-].[NH4+]. The catalyst is C(O)C.O1CCCC1.O.[Zn]. The product is [Br:1][C:2]1[CH:7]=[C:6]([CH:5]=[C:4]([CH:11]2[CH2:13][CH2:12]2)[C:3]=1[O:14][C:15]1[CH:20]=[CH:19][C:18]([F:21])=[CH:17][C:16]=1[F:22])[NH2:8]. The yield is 0.930. (10) The reactants are [CH3:1][C@H:2]([CH2:9][CH2:10][CH2:11][CH:12]([CH3:14])[CH3:13])[CH2:3][CH2:4][CH2:5][C:6](=[O:8])[CH3:7].[CH:15]#[CH:16].N. The catalyst is [OH-].[K+].C(O)(=O)C. The product is [CH3:7][C:6]([OH:8])([CH2:5][CH2:4][CH2:3][C@H:2]([CH3:1])[CH2:9][CH2:10][CH2:11][CH:12]([CH3:14])[CH3:13])[C:15]#[CH:16]. The yield is 0.810.